This data is from NCI-60 drug combinations with 297,098 pairs across 59 cell lines. The task is: Regression. Given two drug SMILES strings and cell line genomic features, predict the synergy score measuring deviation from expected non-interaction effect. (1) Drug 1: C1=C(C(=O)NC(=O)N1)F. Drug 2: C1=CC=C(C(=C1)C(C2=CC=C(C=C2)Cl)C(Cl)Cl)Cl. Cell line: CAKI-1. Synergy scores: CSS=37.0, Synergy_ZIP=12.3, Synergy_Bliss=14.0, Synergy_Loewe=7.69, Synergy_HSA=14.1. (2) Drug 1: CCCCC(=O)OCC(=O)C1(CC(C2=C(C1)C(=C3C(=C2O)C(=O)C4=C(C3=O)C=CC=C4OC)O)OC5CC(C(C(O5)C)O)NC(=O)C(F)(F)F)O. Drug 2: C(CC(=O)O)C(=O)CN.Cl. Cell line: RPMI-8226. Synergy scores: CSS=75.5, Synergy_ZIP=-9.51, Synergy_Bliss=-9.72, Synergy_Loewe=-17.2, Synergy_HSA=-5.22. (3) Drug 1: C1=NC2=C(N1)C(=S)N=C(N2)N. Drug 2: CC1=C(C=C(C=C1)NC(=O)C2=CC=C(C=C2)CN3CCN(CC3)C)NC4=NC=CC(=N4)C5=CN=CC=C5. Cell line: 786-0. Synergy scores: CSS=40.8, Synergy_ZIP=1.63, Synergy_Bliss=-0.157, Synergy_Loewe=0.444, Synergy_HSA=2.36. (4) Drug 1: C1=NC2=C(N1)C(=S)N=CN2. Drug 2: CCCCCOC(=O)NC1=NC(=O)N(C=C1F)C2C(C(C(O2)C)O)O. Cell line: HCT116. Synergy scores: CSS=5.92, Synergy_ZIP=-2.39, Synergy_Bliss=0.245, Synergy_Loewe=-3.03, Synergy_HSA=-0.896.